This data is from Clinical trial toxicity outcomes and FDA approval status for drugs. The task is: Regression/Classification. Given a drug SMILES string, predict its toxicity properties. Task type varies by dataset: regression for continuous values (e.g., LD50, hERG inhibition percentage) or binary classification for toxic/non-toxic outcomes (e.g., AMES mutagenicity, cardiotoxicity, hepatotoxicity). Dataset: clintox. (1) The molecule is CCC(=O)[C@@]1(C)[C@H](C)CC2C3CCC4=CC(=O)C=C[C@]4(C)C3[C@@H](O)C[C@@]21C. The result is 0 (passed clinical trial). (2) The drug is OC[C@H]1O[C@H](O)[C@H](F)[C@@H](O)[C@@H]1O. The result is 0 (passed clinical trial). (3) The molecule is COc1cccc2c1C(=O)c1c([O-])c3c(c([O-])c1C2=O)C[C@@](O)(C(=O)CO)C[C@@H]3O[C@H]1C[C@H]([NH3+])[C@H](O)[C@H](C)O1. The result is 0 (passed clinical trial). (4) The molecule is NC(N)=O. The result is 0 (passed clinical trial).